This data is from Reaction yield outcomes from USPTO patents with 853,638 reactions. The task is: Predict the reaction yield, written as a fraction of the theoretical maximum amount of product (1.0 means a 100% yield; for example, 0.34 means a 34% yield). The reactants are C[O:2][C:3]1[CH:4]=[C:5]2[C:10](=[CH:11][CH:12]=1)[CH2:9][CH:8]([NH:13][C:14](=[O:16])[CH3:15])[CH2:7][CH2:6]2.B(Br)(Br)Br.C(Cl)Cl. The catalyst is C(Cl)Cl. The product is [OH:2][C:3]1[CH:4]=[C:5]2[C:10](=[CH:11][CH:12]=1)[CH2:9][CH:8]([NH:13][C:14](=[O:16])[CH3:15])[CH2:7][CH2:6]2. The yield is 0.760.